Dataset: Full USPTO retrosynthesis dataset with 1.9M reactions from patents (1976-2016). Task: Predict the reactants needed to synthesize the given product. Given the product [CH2:19]([O:18][C:16]([N:2]1[CH2:7][CH2:6][C:5](=[O:8])[CH2:4][CH2:3]1)=[O:17])[C:20]1[CH:25]=[CH:24][CH:23]=[CH:22][CH:21]=1, predict the reactants needed to synthesize it. The reactants are: Cl.[NH:2]1[CH2:7][CH2:6][C:5](=[O:8])[CH2:4][CH2:3]1.C([O-])([O-])=O.[K+].[K+].Cl[C:16]([O:18][CH2:19][C:20]1[CH:25]=[CH:24][CH:23]=[CH:22][CH:21]=1)=[O:17].